This data is from Reaction yield outcomes from USPTO patents with 853,638 reactions. The task is: Predict the reaction yield, written as a fraction of the theoretical maximum amount of product (1.0 means a 100% yield; for example, 0.34 means a 34% yield). (1) The reactants are Br[CH2:2][CH2:3][CH2:4][O:5][Si:6]([C:9]([CH3:12])([CH3:11])[CH3:10])([CH3:8])[CH3:7].[CH3:13][NH2:14].CO. The catalyst is CO. The product is [Si:6]([O:5][CH2:4][CH2:3][CH2:2][NH:14][CH3:13])([C:9]([CH3:12])([CH3:11])[CH3:10])([CH3:8])[CH3:7]. The yield is 0.650. (2) The reactants are [N+:1]([C:4]1[CH:5]=[C:6]2[C:10](=[CH:11][CH:12]=1)[NH:9][CH:8]=[CH:7]2)([O-:3])=[O:2].[C:13]1(=[O:19])[CH2:18][CH2:17][CH2:16][CH:15]=[CH:14]1. The catalyst is CC#N. The product is [N+:1]([C:4]1[CH:5]=[C:6]2[C:10](=[CH:11][CH:12]=1)[NH:9][CH:8]=[C:7]2[CH:15]1[CH2:16][CH2:17][CH2:18][C:13](=[O:19])[CH2:14]1)([O-:3])=[O:2]. The yield is 0.410. (3) The reactants are [F:1][C:2]1[CH:7]=[CH:6][CH:5]=[CH:4][C:3]=1[N:8]1[C:12]2=[N:13][C:14]([O:18][CH2:19][C:20]3[N:21]([CH3:25])[N:22]=[CH:23][N:24]=3)=[C:15](Br)[CH:16]=[C:11]2[N:10]=[N:9]1.[S:26]1[CH:30]=[CH:29][C:28](B(O)O)=[CH:27]1.C(=O)([O-])[O-].[Cs+].[Cs+].C(OCC)(=O)C. The catalyst is CN(C=O)C.O.C1C=CC([P]([Pd]([P](C2C=CC=CC=2)(C2C=CC=CC=2)C2C=CC=CC=2)([P](C2C=CC=CC=2)(C2C=CC=CC=2)C2C=CC=CC=2)[P](C2C=CC=CC=2)(C2C=CC=CC=2)C2C=CC=CC=2)(C2C=CC=CC=2)C2C=CC=CC=2)=CC=1. The product is [F:1][C:2]1[CH:7]=[CH:6][CH:5]=[CH:4][C:3]=1[N:8]1[C:12]2=[N:13][C:14]([O:18][CH2:19][C:20]3[N:21]([CH3:25])[N:22]=[CH:23][N:24]=3)=[C:15]([C:28]3[CH:29]=[CH:30][S:26][CH:27]=3)[CH:16]=[C:11]2[N:10]=[N:9]1. The yield is 0.590. (4) The reactants are C[Al](C)C.[CH3:5][C@H:6]1[NH:11][C@@H:10]([CH3:12])[CH2:9][N:8]([C:13]2[CH:23]=[CH:22][C:16]([C:17]([O:19]CC)=O)=[CH:15][CH:14]=2)[CH2:7]1.[CH3:24][O:25][C:26]1[CH:27]=[C:28]([CH2:34][O:35][C:36]2[CH:37]=[C:38]([NH2:41])[NH:39][N:40]=2)[CH:29]=[C:30]([O:32][CH3:33])[CH:31]=1. The catalyst is C1(C)C=CC=CC=1. The product is [CH3:33][O:32][C:30]1[CH:29]=[C:28]([CH2:34][O:35][C:36]2[CH:37]=[C:38]([NH:41][C:17](=[O:19])[C:16]3[CH:15]=[CH:14][C:13]([N:8]4[CH2:9][C@H:10]([CH3:12])[NH:11][C@H:6]([CH3:5])[CH2:7]4)=[CH:23][CH:22]=3)[NH:39][N:40]=2)[CH:27]=[C:26]([O:25][CH3:24])[CH:31]=1. The yield is 0.411. (5) The reactants are [Br:1][C:2]1[CH:10]=[CH:9][C:5]([C:6](Cl)=[O:7])=[CH:4][CH:3]=1.[Al+3].[Cl-].[Cl-].[Cl-].[CH3:15][O:16][C:17]1[CH:22]=[CH:21][CH:20]=[CH:19][CH:18]=1. The catalyst is [N+](C1C=CC=CC=1)([O-])=O. The product is [Br:1][C:2]1[CH:10]=[CH:9][C:5]([C:6]([C:20]2[CH:21]=[CH:22][C:17]([O:16][CH3:15])=[CH:18][CH:19]=2)=[O:7])=[CH:4][CH:3]=1. The yield is 0.910.